From a dataset of Full USPTO retrosynthesis dataset with 1.9M reactions from patents (1976-2016). Predict the reactants needed to synthesize the given product. (1) The reactants are: [Cl:1][C:2]1[N:10]=[C:9]2[C:5]([NH:6][CH:7]=[N:8]2)=[C:4](Cl)[N:3]=1.O.C1(C)C=CC(S(O)(=O)=O)=CC=1.[O:24]1[CH:29]=[CH:28][CH2:27][CH2:26][CH2:25]1.O.[NH3:31]. Given the product [Cl:1][C:2]1[N:10]=[C:9]2[C:5]([N:6]=[CH:7][N:8]2[CH:29]2[CH2:28][CH2:27][CH2:26][CH2:25][O:24]2)=[C:4]([NH2:31])[N:3]=1, predict the reactants needed to synthesize it. (2) Given the product [F:19][C:16]1[CH:17]=[CH:18][C:13]([N:12]2[C:11]3[CH:10]=[CH:9][C:4]([C:5]([O:7][CH3:8])=[O:6])=[CH:3][C:2]=3[N:1]=[CH:20]2)=[CH:14][CH:15]=1, predict the reactants needed to synthesize it. The reactants are: [NH2:1][C:2]1[CH:3]=[C:4]([CH:9]=[CH:10][C:11]=1[NH:12][C:13]1[CH:18]=[CH:17][C:16]([F:19])=[CH:15][CH:14]=1)[C:5]([O:7][CH3:8])=[O:6].[CH:20](OC)(OC)OC.O.